Dataset: Forward reaction prediction with 1.9M reactions from USPTO patents (1976-2016). Task: Predict the product of the given reaction. (1) Given the reactants [C:1]([C:3]1[C:4]([N:15]2[CH2:20][CH2:19][CH:18]([C:21]([NH:23][S:24]([CH2:27][C:28]3[CH:33]=[CH:32][C:31]([CH3:34])=[CH:30][CH:29]=3)(=[O:26])=[O:25])=[O:22])[CH2:17][CH2:16]2)=[N:5][C:6]([CH3:14])=[C:7]([CH:13]=1)[C:8]([O:10][CH2:11][CH3:12])=[O:9])#[N:2].[OH-].[Na+:36], predict the reaction product. The product is: [C:1]([C:3]1[C:4]([N:15]2[CH2:20][CH2:19][CH:18]([C:21]([N-:23][S:24]([CH2:27][C:28]3[CH:33]=[CH:32][C:31]([CH3:34])=[CH:30][CH:29]=3)(=[O:26])=[O:25])=[O:22])[CH2:17][CH2:16]2)=[N:5][C:6]([CH3:14])=[C:7]([C:8]([O:10][CH2:11][CH3:12])=[O:9])[CH:13]=1)#[N:2].[Na+:36]. (2) Given the reactants [N:1]1([C:7]2[CH:8]=[C:9]([NH2:14])[C:10]([NH2:13])=[CH:11][CH:12]=2)[CH2:6][CH2:5][O:4][CH2:3][CH2:2]1.[Cl:15][C:16]1[CH:17]=[CH:18][C:19]([O:32][CH2:33][CH:34]([CH3:36])[CH3:35])=[C:20]([CH2:22][N:23]2[C:27]([CH3:28])=[CH:26][C:25]([C:29](O)=O)=[N:24]2)[CH:21]=1, predict the reaction product. The product is: [ClH:15].[ClH:15].[Cl:15][C:16]1[CH:17]=[CH:18][C:19]([O:32][CH2:33][CH:34]([CH3:36])[CH3:35])=[C:20]([CH2:22][N:23]2[C:27]([CH3:28])=[CH:26][C:25]([C:29]3[NH:13][C:10]4[CH:11]=[CH:12][C:7]([N:1]5[CH2:6][CH2:5][O:4][CH2:3][CH2:2]5)=[CH:8][C:9]=4[N:14]=3)=[N:24]2)[CH:21]=1. (3) The product is: [OH:4][C@H:5]1[CH2:22][CH2:21][C@@:20]2([CH3:23])[C@@H:7]([CH2:8][CH2:9][C@:10]3([CH3:45])[C@@H:19]2[CH2:18][CH2:17][C@H:16]2[C@@:11]3([CH3:44])[CH2:12][CH2:13][C@@:14]3([C:31]([N:33]4[CH2:34][CH2:35][CH:36]([O:39][CH2:40][CH2:41][O:42][CH3:43])[CH2:37][CH2:38]4)=[O:32])[CH2:26][CH2:25][C@@H:24]([C:27]4([CH3:30])[CH2:29][CH2:28]4)[C@@H:15]32)[C:6]1([CH3:47])[CH3:46]. Given the reactants C([O:4][C@H:5]1[CH2:22][CH2:21][C@@:20]2([CH3:23])[C@@H:7]([CH2:8][CH2:9][C@:10]3([CH3:45])[C@@H:19]2[CH2:18][CH2:17][C@H:16]2[C@@:11]3([CH3:44])[CH2:12][CH2:13][C@@:14]3([C:31]([N:33]4[CH2:38][CH2:37][CH:36]([O:39][CH2:40][CH2:41][O:42][CH3:43])[CH2:35][CH2:34]4)=[O:32])[CH2:26][CH2:25][C@@H:24]([C:27]4([CH3:30])[CH2:29][CH2:28]4)[C@@H:15]32)[C:6]1([CH3:47])[CH3:46])(=O)C.CO, predict the reaction product. (4) Given the reactants [Cl:1][C:2]1[CH:24]=[CH:23][C:5]([CH2:6][NH:7][C:8]([C:10]2[C:11](=[O:22])[C:12]3[S:19][C:18]([CH2:20]Cl)=[CH:17][C:13]=3[N:14]([CH3:16])[CH:15]=2)=[O:9])=[CH:4][CH:3]=1.[NH2:25][C:26]1[CH:27]=[C:28]([CH:32]([OH:36])[CH2:33][NH:34][CH3:35])[CH:29]=[CH:30][CH:31]=1.C(N(C(C)C)CC)(C)C, predict the reaction product. The product is: [NH2:25][C:26]1[CH:27]=[C:28]([CH:32]([OH:36])[CH2:33][N:34]([CH2:20][C:18]2[S:19][C:12]3[C:11](=[O:22])[C:10]([C:8]([NH:7][CH2:6][C:5]4[CH:23]=[CH:24][C:2]([Cl:1])=[CH:3][CH:4]=4)=[O:9])=[CH:15][N:14]([CH3:16])[C:13]=3[CH:17]=2)[CH3:35])[CH:29]=[CH:30][CH:31]=1. (5) Given the reactants [Br:1][C:2]1[CH:3]=[C:4]([C:8]([NH2:11])([CH3:10])[CH3:9])[CH:5]=[CH:6][CH:7]=1.Br[CH2:13][CH2:14][O:15][CH2:16][CH2:17]Br.C(=O)([O-])[O-].[K+].[K+], predict the reaction product. The product is: [Br:1][C:2]1[CH:3]=[C:4]([C:8]([N:11]2[CH2:17][CH2:16][O:15][CH2:14][CH2:13]2)([CH3:9])[CH3:10])[CH:5]=[CH:6][CH:7]=1. (6) Given the reactants [CH:1]([C:4]1[C:9]([C:10]([O:12][CH2:13][CH3:14])=[O:11])=[CH:8][N:7]=[C:6](S(C)(=O)=O)[N:5]=1)([CH3:3])[CH3:2].Cl.[C@@H:20]12[CH2:26][C@@H:23]([CH2:24][CH2:25]1)[CH2:22][C@@H:21]2[NH2:27].O1CCOCC1.C(N(CC)C(C)C)(C)C, predict the reaction product. The product is: [C@@H:20]12[CH2:26][C@@H:23]([CH2:24][CH2:25]1)[CH2:22][C@@H:21]2[NH:27][C:6]1[N:5]=[C:4]([CH:1]([CH3:3])[CH3:2])[C:9]([C:10]([O:12][CH2:13][CH3:14])=[O:11])=[CH:8][N:7]=1.